This data is from Catalyst prediction with 721,799 reactions and 888 catalyst types from USPTO. The task is: Predict which catalyst facilitates the given reaction. (1) Reactant: ClC1C=C(F)C(C2N=NN(C)N=2)=C(C2C=C([F:17])C([C@H](N)C)=NC=2)C=1.FC1CCC(O)(C(O)=O)CC=1.F[P-](F)(F)(F)(F)F.N1(O[P+](N(C)C)(N(C)C)N(C)C)C2C=CC=CC=2N=N1.C(N(CC)CC)C.[Cl:70][C:71]1[CH:72]=[C:73]([F:103])[C:74]([C:97]2[N:98]=[N:99][N:100]([CH3:102])[N:101]=2)=[C:75]([C:77]2[CH:78]=[C:79]([F:96])[C:80]([C@H:83]([NH:85][C:86]([C:88]3([OH:95])[CH2:93][CH2:92][C:91]([F:94])=[CH:90][CH2:89]3)=[O:87])[CH3:84])=[N:81][CH:82]=2)[CH:76]=1. Product: [Cl:70][C:71]1[CH:72]=[C:73]([F:103])[C:74]([C:97]2[N:98]=[N:99][N:100]([CH3:102])[N:101]=2)=[C:75]([C:77]2[CH:78]=[C:79]([F:96])[C:80]([C@H:83]([NH:85][C:86]([C:88]3([OH:95])[CH2:93][CH2:92][C:91]([F:17])([F:94])[CH2:90][CH2:89]3)=[O:87])[CH3:84])=[N:81][CH:82]=2)[CH:76]=1. The catalyst class is: 317. (2) Reactant: [F:1][C:2]1[CH:3]=[CH:4][C:5]([N+:17]([O-])=O)=[C:6]([CH:8]([C:13]([O:15][CH3:16])=[O:14])[C:9](OC)=[O:10])[CH:7]=1.[H][H]. Product: [F:1][C:2]1[CH:7]=[C:6]2[C:5](=[CH:4][CH:3]=1)[NH:17][C:9](=[O:10])[CH:8]2[C:13]([O:15][CH3:16])=[O:14]. The catalyst class is: 43. (3) Product: [Cl:19][C:13]1[CH:14]=[CH:15][CH:16]=[C:17]([Cl:18])[C:12]=1[CH2:11][C:9]1[S:8][C:4]2[N:5]=[CH:6][N:7]=[C:2]([NH:28][C:25]3[CH:26]=[CH:27][C:22]([C:21]([F:20])([F:29])[F:30])=[CH:23][CH:24]=3)[C:3]=2[N:10]=1. The catalyst class is: 32. Reactant: Cl[C:2]1[C:3]2[N:10]=[C:9]([CH2:11][C:12]3[C:17]([Cl:18])=[CH:16][CH:15]=[CH:14][C:13]=3[Cl:19])[S:8][C:4]=2[N:5]=[CH:6][N:7]=1.[F:20][C:21]([F:30])([F:29])[C:22]1[CH:27]=[CH:26][C:25]([NH2:28])=[CH:24][CH:23]=1.Cl. (4) Reactant: [NH2:1][C:2]1[C:11]2[N:12]=[C:13]([CH2:25]Cl)[N:14]([CH2:15][CH2:16][NH:17][C:18](=[O:24])[O:19][C:20]([CH3:23])([CH3:22])[CH3:21])[C:10]=2[C:9]2[CH:8]=[CH:7][C:6]([O:27][CH2:28][C:29]3[CH:34]=[CH:33][CH:32]=[CH:31][CH:30]=3)=[CH:5][C:4]=2[N:3]=1.[OH:35][N:36]1[C:40](=[O:41])[C:39]2=[CH:42][CH:43]=[CH:44][CH:45]=[C:38]2[C:37]1=[O:46].C(N(CC)CC)C.ClCCl. Product: [NH2:1][C:2]1[C:11]2[N:12]=[C:13]([CH2:25][O:35][N:36]3[C:40](=[O:41])[C:39]4[C:38](=[CH:45][CH:44]=[CH:43][CH:42]=4)[C:37]3=[O:46])[N:14]([CH2:15][CH2:16][NH:17][C:18](=[O:24])[O:19][C:20]([CH3:23])([CH3:22])[CH3:21])[C:10]=2[C:9]2[CH:8]=[CH:7][C:6]([O:27][CH2:28][C:29]3[CH:34]=[CH:33][CH:32]=[CH:31][CH:30]=3)=[CH:5][C:4]=2[N:3]=1. The catalyst class is: 3. (5) Reactant: [C:1]([O:5][C:6]([N:8]1[CH2:16][C@H:14]([OH:15])[CH2:13][C@H:9]1[C:10]([OH:12])=[O:11])=[O:7])([CH3:4])([CH3:3])[CH3:2].[H-].[Na+].[CH2:19](Br)[CH:20]=[CH2:21]. Product: [C:1]([O:5][C:6]([N:8]1[CH2:16][C@H:14]([O:15][CH2:21][CH:20]=[CH2:19])[CH2:13][C@H:9]1[C:10]([OH:12])=[O:11])=[O:7])([CH3:4])([CH3:2])[CH3:3]. The catalyst class is: 7. (6) Reactant: IC.[Cl:3][C:4]1[N:8]=[CH:7][N:6]([C:9]2[CH:14]=[CH:13][C:12]([N+:15]([O-:17])=[O:16])=[CH:11][C:10]=2[OH:18])[N:5]=1.[OH-].[K+].[CH3:21]S(C)=O. Product: [Cl:3][C:4]1[N:8]=[CH:7][N:6]([C:9]2[CH:14]=[CH:13][C:12]([N+:15]([O-:17])=[O:16])=[CH:11][C:10]=2[O:18][CH3:21])[N:5]=1. The catalyst class is: 6. (7) Reactant: C[O:2][C:3](=[O:33])[C:4]1[CH:9]=[C:8]([N+:10]([O-:12])=[O:11])[C:7]([O:13][CH3:14])=[CH:6][C:5]=1[NH:15][C:16]1[CH:21]=[CH:20][C:19]([CH2:22][CH2:23][CH2:24][C:25]2[CH:30]=[CH:29][C:28]([Cl:31])=[C:27]([Cl:32])[CH:26]=2)=[CH:18][CH:17]=1. Product: [Cl:32][C:27]1[CH:26]=[C:25]([CH2:24][CH2:23][CH2:22][C:19]2[CH:20]=[CH:21][C:16]([NH:15][C:5]3[CH:6]=[C:7]([O:13][CH3:14])[C:8]([N+:10]([O-:12])=[O:11])=[CH:9][C:4]=3[C:3]([OH:33])=[O:2])=[CH:17][CH:18]=2)[CH:30]=[CH:29][C:28]=1[Cl:31]. The catalyst class is: 464. (8) Reactant: [CH3:1][C:2]1([CH3:13])[CH:7]2[CH:3]1[CH2:4][C:5](=[O:12])[CH:6]2[C:8](=O)[CH2:9][CH3:10].C1(P(C2C=CC=CC=2)C2C=CC=CC=2)C=CC=CC=1.C(Cl)(Cl)[Cl:34]. Product: [Cl:34][C:8](=[C:6]1[C:5](=[O:12])[CH2:4][C@H:3]2[C@@H:7]1[C:2]2([CH3:13])[CH3:1])[CH2:9][CH3:10]. The catalyst class is: 53. (9) Reactant: [N+:1]([C:4]1[CH:9]=[CH:8][C:7]([NH2:10])=[C:6]([NH2:11])[CH:5]=1)([O-:3])=[O:2].[F:12][C:13]1[CH:21]=[CH:20][C:16]([C:17](O)=O)=[CH:15][CH:14]=1.[K+].[Br-]. Product: [F:12][C:13]1[CH:21]=[CH:20][C:16]([C:17]2[NH:11][C:6]3[CH:5]=[C:4]([N+:1]([O-:3])=[O:2])[CH:9]=[CH:8][C:7]=3[N:10]=2)=[CH:15][CH:14]=1. The catalyst class is: 133.